This data is from NCI-60 drug combinations with 297,098 pairs across 59 cell lines. The task is: Regression. Given two drug SMILES strings and cell line genomic features, predict the synergy score measuring deviation from expected non-interaction effect. (1) Drug 1: CN(C(=O)NC(C=O)C(C(C(CO)O)O)O)N=O. Drug 2: C1C(C(OC1N2C=NC3=C2NC=NCC3O)CO)O. Cell line: KM12. Synergy scores: CSS=56.0, Synergy_ZIP=2.20, Synergy_Bliss=1.44, Synergy_Loewe=-1.06, Synergy_HSA=0.990. (2) Drug 1: C1=CC(=CC=C1CC(C(=O)O)N)N(CCCl)CCCl.Cl. Drug 2: C(CN)CNCCSP(=O)(O)O. Cell line: CAKI-1. Synergy scores: CSS=27.8, Synergy_ZIP=-2.20, Synergy_Bliss=-3.69, Synergy_Loewe=-9.09, Synergy_HSA=1.04. (3) Drug 1: CC1=C2C(C(=O)C3(C(CC4C(C3C(C(C2(C)C)(CC1OC(=O)C(C(C5=CC=CC=C5)NC(=O)OC(C)(C)C)O)O)OC(=O)C6=CC=CC=C6)(CO4)OC(=O)C)O)C)O. Drug 2: C1=CC=C(C(=C1)C(C2=CC=C(C=C2)Cl)C(Cl)Cl)Cl. Cell line: M14. Synergy scores: CSS=13.7, Synergy_ZIP=2.99, Synergy_Bliss=9.39, Synergy_Loewe=1.57, Synergy_HSA=7.11. (4) Drug 1: CCC1=CC2CC(C3=C(CN(C2)C1)C4=CC=CC=C4N3)(C5=C(C=C6C(=C5)C78CCN9C7C(C=CC9)(C(C(C8N6C)(C(=O)OC)O)OC(=O)C)CC)OC)C(=O)OC.C(C(C(=O)O)O)(C(=O)O)O. Drug 2: CCC(=C(C1=CC=CC=C1)C2=CC=C(C=C2)OCCN(C)C)C3=CC=CC=C3.C(C(=O)O)C(CC(=O)O)(C(=O)O)O. Cell line: NCIH23. Synergy scores: CSS=49.3, Synergy_ZIP=7.86, Synergy_Bliss=8.43, Synergy_Loewe=-24.2, Synergy_HSA=8.85. (5) Drug 1: CCCS(=O)(=O)NC1=C(C(=C(C=C1)F)C(=O)C2=CNC3=C2C=C(C=N3)C4=CC=C(C=C4)Cl)F. Drug 2: CC(C1=C(C=CC(=C1Cl)F)Cl)OC2=C(N=CC(=C2)C3=CN(N=C3)C4CCNCC4)N. Cell line: UACC-257. Synergy scores: CSS=46.1, Synergy_ZIP=6.71, Synergy_Bliss=6.24, Synergy_Loewe=-1.18, Synergy_HSA=6.11. (6) Drug 1: C1=CC(=CC=C1C#N)C(C2=CC=C(C=C2)C#N)N3C=NC=N3. Drug 2: C(CC(=O)O)C(=O)CN.Cl. Cell line: BT-549. Synergy scores: CSS=7.89, Synergy_ZIP=-3.80, Synergy_Bliss=-2.70, Synergy_Loewe=2.95, Synergy_HSA=-0.798. (7) Drug 1: CN1CCC(CC1)COC2=C(C=C3C(=C2)N=CN=C3NC4=C(C=C(C=C4)Br)F)OC. Drug 2: C1CC(C1)(C(=O)O)C(=O)O.[NH2-].[NH2-].[Pt+2]. Cell line: MDA-MB-231. Synergy scores: CSS=23.4, Synergy_ZIP=-1.37, Synergy_Bliss=2.51, Synergy_Loewe=5.32, Synergy_HSA=5.07. (8) Drug 1: CCC1(CC2CC(C3=C(CCN(C2)C1)C4=CC=CC=C4N3)(C5=C(C=C6C(=C5)C78CCN9C7C(C=CC9)(C(C(C8N6C)(C(=O)OC)O)OC(=O)C)CC)OC)C(=O)OC)O.OS(=O)(=O)O. Drug 2: C1C(C(OC1N2C=NC(=NC2=O)N)CO)O. Cell line: HL-60(TB). Synergy scores: CSS=22.6, Synergy_ZIP=-7.68, Synergy_Bliss=-1.86, Synergy_Loewe=0.136, Synergy_HSA=1.59. (9) Drug 1: CC(CN1CC(=O)NC(=O)C1)N2CC(=O)NC(=O)C2. Drug 2: CC1OCC2C(O1)C(C(C(O2)OC3C4COC(=O)C4C(C5=CC6=C(C=C35)OCO6)C7=CC(=C(C(=C7)OC)O)OC)O)O. Cell line: HCC-2998. Synergy scores: CSS=16.2, Synergy_ZIP=-0.395, Synergy_Bliss=0.334, Synergy_Loewe=-0.529, Synergy_HSA=2.00.